Dataset: Peptide-MHC class II binding affinity with 134,281 pairs from IEDB. Task: Regression. Given a peptide amino acid sequence and an MHC pseudo amino acid sequence, predict their binding affinity value. This is MHC class II binding data. (1) The peptide sequence is SGKLFMHVTLGSDVE. The MHC is DRB4_0101 with pseudo-sequence DRB4_0103. The binding affinity (normalized) is 0.409. (2) The peptide sequence is LLNNQFGTMPSLTLA. The MHC is H-2-IAb with pseudo-sequence H-2-IAb. The binding affinity (normalized) is 0.218. (3) The MHC is DRB1_1201 with pseudo-sequence DRB1_1201. The binding affinity (normalized) is 0.656. The peptide sequence is KGSNPNYLALLVKYVNGDGD. (4) The peptide sequence is YDKFLENVSTVLTGK. The MHC is DRB1_1602 with pseudo-sequence DRB1_1602. The binding affinity (normalized) is 0.733. (5) The peptide sequence is GAGKTRRFLPQILAE. The MHC is HLA-DQA10201-DQB10303 with pseudo-sequence HLA-DQA10201-DQB10303. The binding affinity (normalized) is 0.408. (6) The peptide sequence is PEHRQLANAIFKLTYQN. The MHC is DRB1_1302 with pseudo-sequence DRB1_1302. The binding affinity (normalized) is 0.330. (7) The MHC is HLA-DQA10501-DQB10201 with pseudo-sequence HLA-DQA10501-DQB10201. The peptide sequence is EKKYFAARQFEPLAA. The binding affinity (normalized) is 0.458.